Dataset: Forward reaction prediction with 1.9M reactions from USPTO patents (1976-2016). Task: Predict the product of the given reaction. (1) Given the reactants ClCC1C=CC(C#N)=CC=1.Br[CH2:12][C:13]1[CH:22]=[CH:21][CH:20]=[CH:19][C:14]=1[C:15]([O:17][CH3:18])=[O:16].[CH2:23]([NH:30][C:31]([C:33]1[S:37][C:36]([N:38]2[CH2:42][CH2:41][NH:40][C:39]2=[O:43])=[N:35][C:34]=1[CH3:44])=[O:32])[C:24]1[CH:29]=[CH:28][CH:27]=[CH:26][CH:25]=1, predict the reaction product. The product is: [CH2:23]([NH:30][C:31]([C:33]1[S:37][C:36]([N:38]2[CH2:42][CH2:41][N:40]([CH2:12][C:13]3[CH:22]=[CH:21][CH:20]=[CH:19][C:14]=3[C:15]([O:17][CH3:18])=[O:16])[C:39]2=[O:43])=[N:35][C:34]=1[CH3:44])=[O:32])[C:24]1[CH:29]=[CH:28][CH:27]=[CH:26][CH:25]=1. (2) Given the reactants [F:1][C:2]1[CH:7]=[CH:6][C:5]([C:8]2[CH:9]=[C:10]([CH2:19]OS(C)(=O)=O)[C:11](=[O:18])[N:12]([CH2:14][CH:15]([CH3:17])[CH3:16])[N:13]=2)=[CH:4][C:3]=1[CH3:25].[CH3:26][N:27]1[CH2:32][CH2:31][NH:30][CH2:29][CH2:28]1, predict the reaction product. The product is: [F:1][C:2]1[CH:7]=[CH:6][C:5]([C:8]2[CH:9]=[C:10]([CH2:19][N:30]3[CH2:31][CH2:32][N:27]([CH3:26])[CH2:28][CH2:29]3)[C:11](=[O:18])[N:12]([CH2:14][CH:15]([CH3:17])[CH3:16])[N:13]=2)=[CH:4][C:3]=1[CH3:25].